From a dataset of Catalyst prediction with 721,799 reactions and 888 catalyst types from USPTO. Predict which catalyst facilitates the given reaction. (1) Reactant: FC(F)(F)C(O)=O.C(OC([N:15]1[CH2:19][CH2:18][CH:17]([O:20][C:21]2[CH:22]=[C:23]([CH:49]=[CH:50][CH:51]=2)[C:24]([NH:26][C:27]2[CH:28]=[C:29]([CH:45]=[CH:46][C:47]=2[CH3:48])[C:30]([NH:32][C:33]2[CH:38]=[CH:37][CH:36]=[C:35]([N:39]3[CH2:44][CH2:43][O:42][CH2:41][CH2:40]3)[CH:34]=2)=[O:31])=[O:25])[CH2:16]1)=O)(C)(C)C. Product: [CH3:48][C:47]1[CH:46]=[CH:45][C:29]([C:30]([NH:32][C:33]2[CH:38]=[CH:37][CH:36]=[C:35]([N:39]3[CH2:40][CH2:41][O:42][CH2:43][CH2:44]3)[CH:34]=2)=[O:31])=[CH:28][C:27]=1[NH:26][C:24](=[O:25])[C:23]1[CH:49]=[CH:50][CH:51]=[C:21]([O:20][CH:17]2[CH2:18][CH2:19][NH:15][CH2:16]2)[CH:22]=1. The catalyst class is: 2. (2) Reactant: [C:1]1([C@@H:7]2[NH:11][C@H:10]([CH2:12][O:13][C:14]3[CH:23]=[CH:22][C:17]([C:18]([O:20][CH3:21])=[O:19])=[CH:16][CH:15]=3)[CH2:9][CH2:8]2)[CH:6]=[CH:5][CH:4]=[CH:3][CH:2]=1.[Cl:24][C:25]1[CH:30]=[CH:29][CH:28]=[CH:27][C:26]=1[NH:31][C:32](=[O:46])[NH:33][C:34]1[CH:39]=[CH:38][C:37]([CH2:40][C:41](O)=[O:42])=[CH:36][C:35]=1[O:44][CH3:45].CCN=C=NCCCN(C)C.Cl.O. Product: [Cl:24][C:25]1[CH:30]=[CH:29][CH:28]=[CH:27][C:26]=1[NH:31][C:32](=[O:46])[NH:33][C:34]1[CH:39]=[CH:38][C:37]([CH2:40][C:41]([N:11]2[C@@H:7]([C:1]3[CH:2]=[CH:3][CH:4]=[CH:5][CH:6]=3)[CH2:8][CH2:9][C@H:10]2[CH2:12][O:13][C:14]2[CH:15]=[CH:16][C:17]([C:18]([O:20][CH3:21])=[O:19])=[CH:22][CH:23]=2)=[O:42])=[CH:36][C:35]=1[O:44][CH3:45]. The catalyst class is: 3. (3) Reactant: Br.Br[CH:3]1[C:8](=O)[CH2:7][CH2:6][NH:5][CH2:4]1.[F:10][C:11]1[CH:16]=[C:15]([OH:17])[CH:14]=[CH:13][C:12]=1[C:18](=[S:20])[NH2:19]. Product: [F:10][C:11]1[CH:16]=[C:15]([OH:17])[CH:14]=[CH:13][C:12]=1[C:18]1[S:20][C:3]2[CH2:4][NH:5][CH2:6][CH2:7][C:8]=2[N:19]=1. The catalyst class is: 9. (4) Reactant: [Cl:1][C:2]1[C:3]([F:22])=[C:4]([CH:19]=[CH:20][CH:21]=1)[NH:5][C:6]1[C:15]2[C:10](=[CH:11][C:12]([O:17][CH3:18])=[C:13]([OH:16])[CH:14]=2)[N:9]=[CH:8][N:7]=1.[C:23]([O:27][C:28]([N:30]1[CH2:34][CH2:33][C@@H:32](OS(C2C=CC([N+]([O-])=O)=CC=2)(=O)=O)[CH2:31]1)=[O:29])([CH3:26])([CH3:25])[CH3:24].[F-].[Cs+]. Product: [Cl:1][C:2]1[C:3]([F:22])=[C:4]([CH:19]=[CH:20][CH:21]=1)[NH:5][C:6]1[C:15]2[C:10](=[CH:11][C:12]([O:17][CH3:18])=[C:13]([O:16][C@H:33]3[CH2:32][CH2:31][N:30]([C:28]([O:27][C:23]([CH3:26])([CH3:25])[CH3:24])=[O:29])[CH2:34]3)[CH:14]=2)[N:9]=[CH:8][N:7]=1. The catalyst class is: 9.